This data is from Full USPTO retrosynthesis dataset with 1.9M reactions from patents (1976-2016). The task is: Predict the reactants needed to synthesize the given product. (1) Given the product [Cl:45][C:40]1[CH:41]=[CH:42][CH:43]=[CH:44][C:39]=1[CH2:38][NH:28][C:29]1[CH:34]=[CH:33][C:32]([CH2:35][C:12]2[C:13]3[C:18]([O:19][CH3:20])=[N:17][CH:16]=[N:15][C:14]=3[NH:10][CH:11]=2)=[C:31]([F:37])[N:30]=1, predict the reactants needed to synthesize it. The reactants are: C1(S([N:10]2[C:14]3[N:15]=[CH:16][N:17]=[C:18]([O:19][CH3:20])[C:13]=3[C:12](I)=[CH:11]2)(=O)=O)C=CC=CC=1.C(OC(=O)[N:28]([CH2:38][C:39]1[CH:44]=[CH:43][CH:42]=[CH:41][C:40]=1[Cl:45])[C:29]1[CH:34]=[CH:33][C:32]([CH:35]=O)=[C:31]([F:37])[N:30]=1)(C)(C)C. (2) The reactants are: [N:1]1([CH2:7][CH2:8][CH2:9][O:10][C:11]2[CH:18]=[CH:17][C:14]([CH:15]=O)=[CH:13][CH:12]=2)[CH2:6][CH2:5][CH2:4][CH2:3][CH2:2]1.[CH2:19]([NH:21][CH2:22][C:23]1[CH:28]=[CH:27][N:26]=[CH:25][CH:24]=1)[CH3:20].C(O[BH-](OC(=O)C)OC(=O)C)(=O)C.[Na+].[OH-].[Na+].[CH2:45]([Cl:47])[Cl:46]. Given the product [NH3:1].[CH2:45]([Cl:47])[Cl:46].[CH2:19]([N:21]([CH2:15][C:14]1[CH:17]=[CH:18][C:11]([O:10][CH2:9][CH2:8][CH2:7][N:1]2[CH2:6][CH2:5][CH2:4][CH2:3][CH2:2]2)=[CH:12][CH:13]=1)[CH2:22][C:23]1[CH:28]=[CH:27][N:26]=[CH:25][CH:24]=1)[CH3:20], predict the reactants needed to synthesize it. (3) Given the product [NH2:1][C:2]1[N:11]=[CH:10][C:9]2[C:8]([NH:14][C:15]3[CH:20]=[CH:19][CH:18]=[C:17]([C:21]([F:22])([F:23])[F:24])[CH:16]=3)=[N:7][CH:6]=[N:5][C:4]=2[CH:3]=1, predict the reactants needed to synthesize it. The reactants are: [NH2:1][C:2]1[N:11]=[CH:10][C:9]2[C:8](SC)=[N:7][CH:6]=[N:5][C:4]=2[CH:3]=1.[NH2:14][C:15]1[CH:16]=[C:17]([C:21]([F:24])([F:23])[F:22])[CH:18]=[CH:19][CH:20]=1. (4) The reactants are: [CH:1]([S:4](Cl)(=[O:6])=[O:5])([CH3:3])[CH3:2].C1CCN2C(=NCCC2)CC1.[NH2:19][CH2:20][CH2:21][O:22][C:23]1[CH:28]=[CH:27][C:26]([C:29]2[CH:30]([NH:35][S:36]([CH:39]([CH3:41])[CH3:40])(=[O:38])=[O:37])[CH2:31][CH2:32][CH2:33][CH:34]=2)=[CH:25][CH:24]=1. Given the product [CH3:40][CH:39]([S:36]([NH:35][CH:30]1[CH2:31][CH2:32][CH2:33][CH:34]=[C:29]1[C:26]1[CH:25]=[CH:24][C:23]([O:22][CH2:21][CH2:20][NH:19][S:4]([CH:1]([CH3:3])[CH3:2])(=[O:6])=[O:5])=[CH:28][CH:27]=1)(=[O:38])=[O:37])[CH3:41], predict the reactants needed to synthesize it.